Task: Predict the reactants needed to synthesize the given product.. Dataset: Full USPTO retrosynthesis dataset with 1.9M reactions from patents (1976-2016) (1) The reactants are: [CH2:1]([N:8](C)[CH:9]([P:18](=[O:25])([O:22][CH2:23][CH3:24])[O:19][CH2:20][CH3:21])[P:10](=[O:17])([O:14][CH2:15][CH3:16])[O:11][CH2:12][CH3:13])C1C=CC=CC=1.C1CCCCC=1. Given the product [CH3:1][NH:8][CH:9]([P:18](=[O:25])([O:19][CH2:20][CH3:21])[O:22][CH2:23][CH3:24])[P:10](=[O:17])([O:14][CH2:15][CH3:16])[O:11][CH2:12][CH3:13], predict the reactants needed to synthesize it. (2) Given the product [Br:28][C:29]1[CH:30]=[C:31]([CH:39]([CH2:43][CH:44]2[CH2:48][CH2:47][CH2:46][CH2:45]2)[C:40]([NH:49][C:50]2[CH:55]=[CH:54][C:53]([Br:56])=[CH:52][N:51]=2)=[O:42])[CH:32]=[CH:33][C:34]=1[S:35]([CH3:38])(=[O:36])=[O:37], predict the reactants needed to synthesize it. The reactants are: C1(P(C2C=CC=CC=2)C2C=CC=CC=2)C=CC=CC=1.BrN1C(=O)CCC1=O.[Br:28][C:29]1[CH:30]=[C:31]([CH:39]([CH2:43][CH:44]2[CH2:48][CH2:47][CH2:46][CH2:45]2)[C:40]([OH:42])=O)[CH:32]=[CH:33][C:34]=1[S:35]([CH3:38])(=[O:37])=[O:36].[NH2:49][C:50]1[CH:55]=[CH:54][C:53]([Br:56])=[CH:52][N:51]=1. (3) Given the product [CH2:16]1[C:14]2([NH:8][CH2:9][CH2:10][N:11]([C:17]3[C:18]4[CH:25]=[CH:24][NH:23][C:19]=4[N:20]=[CH:21][N:22]=3)[CH2:12][CH2:13]2)[CH2:15]1, predict the reactants needed to synthesize it. The reactants are: C([N:8]1[C:14]2([CH2:16][CH2:15]2)[CH2:13][CH2:12][N:11]([C:17]2[C:18]3[CH:25]=[CH:24][NH:23][C:19]=3[N:20]=[CH:21][N:22]=2)[CH2:10][CH2:9]1)C1C=CC=CC=1. (4) The reactants are: [Br:1][C:2]1[CH:3]=[C:4]([CH:20]=[CH:21][C:22]=1[F:23])[CH2:5][N:6]([O:18][CH3:19])[C:7](=[O:17])[CH:8]=[C:9]1[C:13](=[O:14])[O:12][C:11](C)(C)[O:10]1. Given the product [CH3:11][O:12][C:13](=[O:14])[C:9]([OH:10])=[CH:8][C:7](=[O:17])[N:6]([CH2:5][C:4]1[CH:20]=[CH:21][C:22]([F:23])=[C:2]([Br:1])[CH:3]=1)[O:18][CH3:19], predict the reactants needed to synthesize it. (5) Given the product [CH3:22][C:12]1[CH:13]=[C:14]([NH:16][C:17]2[CH:21]=[CH:20][NH:19][N:18]=2)[N:15]=[C:10]([N:8]2[CH2:7][C@@H:3]3[C@H:2]([O:1][CH2:6][CH2:5][N:4]3[C:23]([O:34][C@@H:35]([CH3:40])[C:36]([F:39])([F:38])[F:37])=[O:24])[CH2:9]2)[N:11]=1, predict the reactants needed to synthesize it. The reactants are: [O:1]1[CH2:6][CH2:5][NH:4][C@@H:3]2[CH2:7][N:8]([C:10]3[N:15]=[C:14]([NH:16][C:17]4[CH:21]=[CH:20][NH:19][N:18]=4)[CH:13]=[C:12]([CH3:22])[N:11]=3)[CH2:9][C@@H:2]12.[C:23](=O)([O:34][C@@H:35]([CH3:40])[C:36]([F:39])([F:38])[F:37])[O:24]C1C=CC([N+]([O-])=O)=CC=1.CCN(C(C)C)C(C)C. (6) Given the product [CH:30]1([CH2:29][O:28][C:22]2[CH:23]=[CH:24][C:25]([F:27])=[CH:26][C:21]=2[C:20]2[C:15]3[NH:14][C:13]([CH3:33])=[C:12]([C:10]([NH:9][C@H:6]4[CH2:7][CH2:8][C@H:3]([NH:2][C:39](=[O:40])[C@@H:38]([OH:37])[CH3:42])[CH2:4][CH2:5]4)=[O:11])[C:16]=3[N:17]=[CH:18][N:19]=2)[CH2:31][CH2:32]1, predict the reactants needed to synthesize it. The reactants are: Cl.[NH2:2][C@H:3]1[CH2:8][CH2:7][C@H:6]([NH:9][C:10]([C:12]2[C:16]3[N:17]=[CH:18][N:19]=[C:20]([C:21]4[CH:26]=[C:25]([F:27])[CH:24]=[CH:23][C:22]=4[O:28][CH2:29][CH:30]4[CH2:32][CH2:31]4)[C:15]=3[NH:14][C:13]=2[CH3:33])=[O:11])[CH2:5][CH2:4]1.C([O:37][C@@H:38]([CH3:42])[C:39](Cl)=[O:40])(=O)C.